Task: Predict the reaction yield, written as a fraction of the theoretical maximum amount of product (1.0 means a 100% yield; for example, 0.34 means a 34% yield).. Dataset: Reaction yield outcomes from USPTO patents with 853,638 reactions (1) The reactants are [C:1]([C:5]1[CH:13]=[CH:12][C:8]([C:9]([OH:11])=[O:10])=[CH:7][CH:6]=1)(=[O:4])[CH2:2][CH3:3].[C:14]([O-])(O)=O.[Na+].IC. The catalyst is CN(C=O)C.[Na+].[Cl-]. The product is [CH3:14][O:10][C:9](=[O:11])[C:8]1[CH:12]=[CH:13][C:5]([C:1](=[O:4])[CH2:2][CH3:3])=[CH:6][CH:7]=1. The yield is 0.770. (2) The reactants are [OH:1][C:2]1[CH:3]=[N:4][C:5]2[C:10]([C:11]=1[C:12]([OH:14])=O)=[CH:9][CH:8]=[CH:7][CH:6]=2.[CH2:15]([N:17](C(C)C)C(C)C)C.N1([C:29]([N:31]2[CH:35]=[CH:34][N:33]=[CH:32]2)=[O:30])C=CN=C1.[C:36](#N)[CH3:37]. No catalyst specified. The product is [C:34]([C@@H:35]1[CH2:37][CH2:36][CH2:32][N:31]1[C:29](=[O:30])[CH2:15][NH:17][C:12]([C:11]1[C:10]2[C:5](=[CH:6][CH:7]=[CH:8][CH:9]=2)[N:4]=[CH:3][C:2]=1[OH:1])=[O:14])#[N:33]. The yield is 0.440. (3) The reactants are [NH:1]1[CH:5]=[CH:4][N:3]=[C:2]1[C:6]1[N:11]=[CH:10][C:9]([C:12]2[CH:13]=[CH:14][C:15]3[O:21][CH2:20][CH2:19][N:18]([C:22](Cl)=[O:23])[CH2:17][C:16]=3[CH:25]=2)=[CH:8][CH:7]=1.C(N(C(C)C)CC)(C)C.Cl.[C:36]([CH:38]1[CH2:43][CH2:42][NH:41][CH2:40][CH2:39]1)#[N:37]. The catalyst is ClCCl. The product is [NH:1]1[CH:5]=[CH:4][N:3]=[C:2]1[C:6]1[N:11]=[CH:10][C:9]([C:12]2[CH:13]=[CH:14][C:15]3[O:21][CH2:20][CH2:19][N:18]([C:22]([N:41]4[CH2:42][CH2:43][CH:38]([C:36]#[N:37])[CH2:39][CH2:40]4)=[O:23])[CH2:17][C:16]=3[CH:25]=2)=[CH:8][CH:7]=1. The yield is 0.320. (4) The reactants are [Cl:1][C:2]1[CH:11]=[CH:10][C:9]2[C:4](=[CH:5][CH:6]=[CH:7][CH:8]=2)[N:3]=1.[NH2:12][C@@H:13]1[CH2:18][CH2:17][C@H:16]([NH:19][C:20](=[O:29])[C:21]2[CH:26]=[CH:25][C:24]([F:27])=[C:23]([F:28])[CH:22]=2)[CH2:15][CH2:14]1.C([O-])(O)=O.[Na+]. The catalyst is C(O)CCC. The product is [ClH:1].[F:28][C:23]1[CH:22]=[C:21]([CH:26]=[CH:25][C:24]=1[F:27])[C:20]([NH:19][C@H:16]1[CH2:15][CH2:14][C@@H:13]([NH:12][C:2]2[CH:11]=[CH:10][C:9]3[C:4](=[CH:5][CH:6]=[CH:7][CH:8]=3)[N:3]=2)[CH2:18][CH2:17]1)=[O:29]. The yield is 0.370.